From a dataset of Retrosynthesis with 50K atom-mapped reactions and 10 reaction types from USPTO. Predict the reactants needed to synthesize the given product. (1) Given the product CC(C)(C)OC(=O)N1CCC[C@@H]1C=O, predict the reactants needed to synthesize it. The reactants are: CC(C)(C)OC(=O)N1CCC[C@@H]1CO. (2) Given the product Cc1cccc(-c2[nH]c(C(C)C)nc2-c2cccc(-c3ccoc3)c2)n1, predict the reactants needed to synthesize it. The reactants are: Cc1cccc(-c2[nH]c(C(C)C)nc2-c2cccc(Br)c2)n1.OB(O)c1ccoc1. (3) The reactants are: O=C1CC2CC(c3cccc(Br)c3)CC(C1)N2.O=S(=O)(Cl)c1ccc(C(F)(F)F)cc1. Given the product O=C1CC2CC(c3cccc(Br)c3)CC(C1)N2S(=O)(=O)c1ccc(C(F)(F)F)cc1, predict the reactants needed to synthesize it. (4) Given the product FC(F)(F)Oc1ccccc1CN1Cc2ncnc(Nc3cnc4ccccc4c3)c2C1, predict the reactants needed to synthesize it. The reactants are: O=Cc1ccccc1OC(F)(F)F.c1ccc2ncc(Nc3ncnc4c3CNC4)cc2c1. (5) Given the product CCCCOCCOc1ccc(-c2ccc3c(c2)C=C(C(=O)Nc2ccc(CS(=O)c4nncn4C)cc2)CCN3CC(C)C)cc1, predict the reactants needed to synthesize it. The reactants are: CCCCOCCOc1ccc(-c2ccc3c(c2)C=C(C(=O)Nc2ccc(CSc4nncn4C)cc2)CCN3CC(C)C)cc1.O=S([O-])([O-])=S. (6) Given the product CC(F)(F)CCC[C@@](O)(c1cccc(Cl)c1)[C@@H]1CCCNC1, predict the reactants needed to synthesize it. The reactants are: CC(F)(F)CCC[C@@](O)(c1cccc(Cl)c1)[C@@H]1CCCN(C(=O)OC(C)(C)C)C1.